This data is from Catalyst prediction with 721,799 reactions and 888 catalyst types from USPTO. The task is: Predict which catalyst facilitates the given reaction. Reactant: CC(C)(C)C([NH:5][C:6]1[CH:11]=[CH:10][CH:9]=[C:8]([CH:12]([O:14][N:15]=[C:16]([C:23]2[N:27]([CH3:28])[N:26]=[N:25][N:24]=2)[C:17]2[CH:22]=[CH:21][CH:20]=[CH:19][CH:18]=2)[CH3:13])[N:7]=1)=O.[OH-].[K+]. Product: [CH3:28][N:27]1[C:23]([C:16](=[N:15][O:14][CH:12]([C:8]2[N:7]=[C:6]([NH2:5])[CH:11]=[CH:10][CH:9]=2)[CH3:13])[C:17]2[CH:18]=[CH:19][CH:20]=[CH:21][CH:22]=2)=[N:24][N:25]=[N:26]1. The catalyst class is: 8.